The task is: Regression. Given a peptide amino acid sequence and an MHC pseudo amino acid sequence, predict their binding affinity value. This is MHC class II binding data.. This data is from Peptide-MHC class II binding affinity with 134,281 pairs from IEDB. (1) The peptide sequence is EILELAQSETCSPGGQ. The MHC is DRB1_1101 with pseudo-sequence DRB1_1101. The binding affinity (normalized) is 0. (2) The peptide sequence is YTDVFSLDPTFTIETT. The MHC is H-2-IAb with pseudo-sequence H-2-IAb. The binding affinity (normalized) is 0.138. (3) The binding affinity (normalized) is 0.409. The MHC is HLA-DPA10201-DPB10501 with pseudo-sequence HLA-DPA10201-DPB10501. The peptide sequence is AEIGSAISTANGAAA. (4) The MHC is DRB1_1301 with pseudo-sequence DRB1_1301. The binding affinity (normalized) is 0.434. The peptide sequence is YPEDPVKLASIVKAS. (5) The peptide sequence is QEMENFLGPIAVGGL. The MHC is DRB1_1301 with pseudo-sequence DRB1_1301. The binding affinity (normalized) is 0.480. (6) The peptide sequence is TCDDPRFQDSSSSKAPPPSLPSPSRLPGPSDTPILPQ. The MHC is DRB1_0405 with pseudo-sequence DRB1_0405. The binding affinity (normalized) is 0.559. (7) The peptide sequence is LVNLLIFHINGKIIKNS. The MHC is DRB4_0101 with pseudo-sequence DRB4_0103. The binding affinity (normalized) is 0.323. (8) The peptide sequence is GFKAALAAAAGVQPADKYRT. The MHC is HLA-DQA10501-DQB10301 with pseudo-sequence HLA-DQA10501-DQB10301. The binding affinity (normalized) is 0.747.